Dataset: Forward reaction prediction with 1.9M reactions from USPTO patents (1976-2016). Task: Predict the product of the given reaction. (1) Given the reactants FC(F)(F)C(O)=O.[NH2:8][C:9]1[C:18]2[N:19]=[C:20]([CH2:31][O:32][CH2:33][CH3:34])[N:21]([CH2:22][C:23]([CH3:30])([NH:25][S:26]([CH3:29])(=[O:28])=[O:27])[CH3:24])[C:17]=2[C:16]2[CH:15]=[CH:14][C:13]([O:35][CH2:36][CH2:37][CH2:38][CH2:39][CH2:40][CH2:41][NH:42][C:43](=[O:66])[CH2:44][CH2:45][S:46]C(C3C=CC=CC=3)(C3C=CC=CC=3)C3C=CC=CC=3)=[CH:12][C:11]=2[N:10]=1.C([SiH](CC)CC)C, predict the reaction product. The product is: [NH2:8][C:9]1[C:18]2[N:19]=[C:20]([CH2:31][O:32][CH2:33][CH3:34])[N:21]([CH2:22][C:23]([CH3:30])([NH:25][S:26]([CH3:29])(=[O:27])=[O:28])[CH3:24])[C:17]=2[C:16]2[CH:15]=[CH:14][C:13]([O:35][CH2:36][CH2:37][CH2:38][CH2:39][CH2:40][CH2:41][NH:42][C:43](=[O:66])[CH2:44][CH2:45][SH:46])=[CH:12][C:11]=2[N:10]=1. (2) Given the reactants [OH:1][CH:2]1[CH:7]([C:8]2[CH:13]=[CH:12][C:11]([O:14][CH3:15])=[CH:10][CH:9]=2)[CH:6]([O:16][CH2:17][C:18]2[CH:19]=[CH:20][C:21]3[O:26][CH2:25][CH2:24][N:23]([CH2:27][CH2:28][CH2:29][O:30][CH3:31])[C:22]=3[CH:32]=2)[CH2:5][N:4]([C:33]([O:35][CH2:36][C:37]2[CH:42]=[CH:41][CH:40]=[CH:39][CH:38]=2)=[O:34])[CH2:3]1.[H-].[Na+].C1(C)C=CC(S(O[CH2:55][CH2:56][O:57][CH3:58])(=O)=O)=CC=1.O, predict the reaction product. The product is: [CH3:58][O:57][CH2:56][CH2:55][O:1][CH:2]1[CH:7]([C:8]2[CH:9]=[CH:10][C:11]([O:14][CH3:15])=[CH:12][CH:13]=2)[CH:6]([O:16][CH2:17][C:18]2[CH:19]=[CH:20][C:21]3[O:26][CH2:25][CH2:24][N:23]([CH2:27][CH2:28][CH2:29][O:30][CH3:31])[C:22]=3[CH:32]=2)[CH2:5][N:4]([C:33]([O:35][CH2:36][C:37]2[CH:38]=[CH:39][CH:40]=[CH:41][CH:42]=2)=[O:34])[CH2:3]1. (3) The product is: [C:11]1([N:17]2[C:2]3[CH:7]=[CH:6][N:5]=[CH:4][C:3]=3[N:8]=[C:18]2[CH2:19][CH2:20][CH2:21][CH2:22][CH2:23][CH2:24][CH2:25][CH2:26][CH2:27][CH2:28][CH2:29][CH2:30][CH3:31])[CH:16]=[CH:15][CH:14]=[CH:13][CH:12]=1. Given the reactants Cl[C:2]1[CH:7]=[CH:6][N:5]=[CH:4][C:3]=1[N+:8]([O-])=O.[C:11]1([NH:17][C:18](=O)[CH2:19][CH2:20][CH2:21][CH2:22][CH2:23][CH2:24][CH2:25][CH2:26][CH2:27][CH2:28][CH2:29][CH2:30][CH3:31])[CH:16]=[CH:15][CH:14]=[CH:13][CH:12]=1, predict the reaction product. (4) Given the reactants [Cl:1][C:2]1[CH:7]=[CH:6][C:5]([C:8]2[C:9]([O:17][CH2:18][C:19]([F:22])([F:21])[F:20])=[N:10][CH:11]=[C:12]([CH:16]=2)[C:13]([OH:15])=O)=[CH:4][CH:3]=1.[CH3:23][CH:24]([C:26]1[O:30][N:29]=[C:28]([CH2:31][NH2:32])[CH:27]=1)[CH3:25], predict the reaction product. The product is: [Cl:1][C:2]1[CH:3]=[CH:4][C:5]([C:8]2[C:9]([O:17][CH2:18][C:19]([F:20])([F:22])[F:21])=[N:10][CH:11]=[C:12]([CH:16]=2)[C:13]([NH:32][CH2:31][C:28]2[CH:27]=[C:26]([CH:24]([CH3:25])[CH3:23])[O:30][N:29]=2)=[O:15])=[CH:6][CH:7]=1. (5) Given the reactants [Cl:1][C:2]1[CH:3]=[C:4]([C:9]2[O:15][C:12]([CH:13]=O)=[CH:11][CH:10]=2)[CH:5]=[CH:6][C:7]=1[Cl:8].[C:16]([O-])(=O)[CH3:17].[NH4+:20], predict the reaction product. The product is: [Cl:1][C:2]1[CH:3]=[C:4]([C:9]2[O:15][C:12](/[CH:13]=[C:16](/[NH2:20])\[CH3:17])=[CH:11][CH:10]=2)[CH:5]=[CH:6][C:7]=1[Cl:8]. (6) Given the reactants [Cl:1][C:2]1[C:6](C(O)=O)=[CH:5][N:4]([C:10]2[CH:11]=[N:12][CH:13]=[CH:14][CH:15]=2)[N:3]=1.C([N:18]([CH2:21]C)CC)C.C1(P(N=[N+]=[N-])(C2C=CC=CC=2)=[O:30])C=CC=CC=1.[CH3:40][C:41]([OH:44])([CH3:43])[CH3:42], predict the reaction product. The product is: [Cl:1][C:2]1[C:6]([NH:18][C:21](=[O:30])[O:44][C:41]([CH3:43])([CH3:42])[CH3:40])=[CH:5][N:4]([C:10]2[CH:11]=[N:12][CH:13]=[CH:14][CH:15]=2)[N:3]=1.